This data is from Full USPTO retrosynthesis dataset with 1.9M reactions from patents (1976-2016). The task is: Predict the reactants needed to synthesize the given product. (1) Given the product [F:1][C:2]1[CH:3]=[C:4]([CH:7]=[C:8]([F:10])[CH:9]=1)[CH:5]=[O:14], predict the reactants needed to synthesize it. The reactants are: [F:1][C:2]1[CH:3]=[C:4]([CH:7]=[C:8]([F:10])[CH:9]=1)[C:5]#N.[H][H].C(O)=[O:14]. (2) Given the product [CH3:7][CH2:6][N:8]([C:9]1[CH:14]=[CH:13][C:12]([NH2:15])=[C:11]([CH3:16])[CH:10]=1)[CH2:17][CH3:18], predict the reactants needed to synthesize it. The reactants are: S(O)(O)(=O)=O.[CH2:6]([N:8]([CH2:17][CH2:18]NS(C)(=O)=O)[C:9]1[CH:14]=[CH:13][C:12]([NH2:15])=[C:11]([CH3:16])[CH:10]=1)[CH3:7].C(=O)([O-])[O-].[Na+].[Na+].C1COCC1.S(OOS([O-])(=O)=O)([O-])(=O)=O.[NH4+].[NH4+]. (3) Given the product [CH2:2]([O:3][C:4](=[O:5])[C:6]([F:7])=[C:24]1[CH2:25][CH2:26][O:21][CH2:22][CH2:23]1)[CH3:1], predict the reactants needed to synthesize it. The reactants are: [CH3:1][CH2:2][O:3][C:4]([CH:6](P(OCC)(OCC)=O)[F:7])=[O:5].C([Li])CCC.[O:21]1[CH2:26][CH2:25][C:24](=O)[CH2:23][CH2:22]1.O. (4) Given the product [O:1]=[CH:2][C@@H:3]([C@@H:5]([C@@H:7]([C@@H:9]([CH2:11][OH:12])[OH:10])[OH:8])[OH:6])[OH:4].[OH:13][CH2:14][C:15]([C@@H:17]([C@@H:19]([C@@H:21]([CH2:23][OH:24])[OH:22])[OH:20])[OH:18])=[O:16].[O:25]=[CH:26][C@@H:27]([C@H:29]([C@@H:31]([CH2:33][OH:34])[OH:32])[OH:30])[OH:28], predict the reactants needed to synthesize it. The reactants are: [O:1]=[CH:2][C@@H:3]([C@@H:5]([C@@H:7]([C@@H:9]([CH2:11][OH:12])[OH:10])[OH:8])[OH:6])[OH:4].[OH:13][CH2:14][C:15]([C@@H:17]([C@@H:19]([C@@H:21]([CH2:23][OH:24])[OH:22])[OH:20])[OH:18])=[O:16].[O:25]=[CH:26][C@@H:27]([C@@H:29]([C@H:31]([C@H:33](C)[OH:34])[OH:32])[OH:30])[OH:28]. (5) Given the product [CH:42]([O:41][CH2:40][C@H:29]([O:25][C:24]1[N:23]=[CH:22][N:21]=[C:20]2[N:16]([C:11]3[CH:12]=[CH:13][CH:14]=[CH:15][C:10]=3[S:7]([CH3:6])(=[O:9])=[O:8])[N:17]=[CH:18][C:19]=12)[C:30]([NH:32][C:33]1[CH:38]=[CH:37][C:36]([CH3:39])=[CH:35][N:34]=1)=[O:31])([CH3:44])[CH3:43], predict the reactants needed to synthesize it. The reactants are: P(Cl)(Cl)(Cl)=O.[CH3:6][S:7]([C:10]1[CH:15]=[CH:14][CH:13]=[CH:12][C:11]=1[N:16]1[C:20]2=[N:21][CH:22]=[N:23][C:24]([OH:25])=[C:19]2[CH:18]=[N:17]1)(=[O:9])=[O:8].[H-].[Na+].O[C@@H:29]([CH2:40][O:41][CH:42]([CH3:44])[CH3:43])[C:30]([NH:32][C:33]1[CH:38]=[CH:37][C:36]([CH3:39])=[CH:35][N:34]=1)=[O:31].